Dataset: Forward reaction prediction with 1.9M reactions from USPTO patents (1976-2016). Task: Predict the product of the given reaction. (1) Given the reactants [H-].[Na+].[NH:3]1[CH:7]=[C:6]([CH:8]=[O:9])[CH:5]=[N:4]1.[I-].[Na+].[CH2:12](Br)[CH2:13][C:14]1[CH:19]=[CH:18][CH:17]=[CH:16][CH:15]=1, predict the reaction product. The product is: [CH2:12]([N:3]1[CH:7]=[C:6]([CH:8]=[O:9])[CH:5]=[N:4]1)[CH2:13][C:14]1[CH:19]=[CH:18][CH:17]=[CH:16][CH:15]=1. (2) Given the reactants FC(F)(F)S(O[C:7]1[CH:16]=[CH:15][C:14]2[C:9](=[CH:10][CH:11]=[C:12]([O:17][CH3:18])[CH:13]=2)[C:8]=1[O:19][C:20]1[CH:25]=[CH:24][C:23]([O:26][CH2:27][CH2:28][N:29]2[CH2:34][CH2:33][CH2:32][CH2:31][CH2:30]2)=[CH:22][CH:21]=1)(=O)=O.C[Sn](C)(C)[C:39]1[CH:43]=[C:42]([S:44]([CH3:47])(=[O:46])=[O:45])[S:41][CH:40]=1.[F-].[Cs+], predict the reaction product. The product is: [CH3:18][O:17][C:12]1[CH:13]=[C:14]2[C:9](=[CH:10][CH:11]=1)[C:8]([O:19][C:20]1[CH:25]=[CH:24][C:23]([O:26][CH2:27][CH2:28][N:29]3[CH2:30][CH2:31][CH2:32][CH2:33][CH2:34]3)=[CH:22][CH:21]=1)=[C:7]([C:39]1[CH:43]=[C:42]([S:44]([CH3:47])(=[O:46])=[O:45])[S:41][CH:40]=1)[CH:16]=[CH:15]2. (3) Given the reactants [C:1]1(=[O:7])[O:6][C:4](=[O:5])[CH:3]=[CH:2]1.[OH-:8].[K+:9].[OH2:10].OO, predict the reaction product. The product is: [O:8]1[CH:3]([C:4]([O-:10])=[O:5])[CH:2]1[C:1]([O-:6])=[O:7].[K+:9].[K+:9]. (4) The product is: [Br:30][CH2:11][C:10]1[C:9]2[CH:12]=[CH:13][C:14]([O:16][C:17](=[O:21])[N:18]([CH3:19])[CH3:20])=[CH:15][C:8]=2[O:7][C:6](=[O:22])[C:5]=1[CH2:4][C:3]1[CH:23]=[CH:24][CH:25]=[C:26]([N+:27]([O-:29])=[O:28])[C:2]=1[F:1]. Given the reactants [F:1][C:2]1[C:26]([N+:27]([O-:29])=[O:28])=[CH:25][CH:24]=[CH:23][C:3]=1[CH2:4][C:5]1[C:6](=[O:22])[O:7][C:8]2[CH:15]=[C:14]([O:16][C:17](=[O:21])[N:18]([CH3:20])[CH3:19])[CH:13]=[CH:12][C:9]=2[C:10]=1[CH3:11].[Br:30]N1C(=O)CCC1=O.Cl, predict the reaction product. (5) Given the reactants [CH3:1][S:2]([C:5]1[CH:10]=[CH:9][C:8]([C:11]2[CH:12]=[CH:13][C:14]([O:17][CH2:18][CH:19]3[CH2:24][CH2:23][NH:22][CH2:21][CH2:20]3)=[N:15][CH:16]=2)=[CH:7][CH:6]=1)(=[O:4])=[O:3].[CH:25]12[CH2:31][CH:28]([CH2:29][CH2:30]1)[CH2:27][CH:26]2[C:32](O)=[O:33], predict the reaction product. The product is: [CH:25]12[CH2:31][CH:28]([CH2:29][CH2:30]1)[CH2:27][CH:26]2[C:32]([N:22]1[CH2:23][CH2:24][CH:19]([CH2:18][O:17][C:14]2[CH:13]=[CH:12][C:11]([C:8]3[CH:9]=[CH:10][C:5]([S:2]([CH3:1])(=[O:3])=[O:4])=[CH:6][CH:7]=3)=[CH:16][N:15]=2)[CH2:20][CH2:21]1)=[O:33]. (6) Given the reactants [C:1]([O:5][C:6]([N:8]1[CH2:13][CH:12]=[C:11]([C:14]2[CH:19]=[CH:18][C:17]([Br:20])=[CH:16][C:15]=2[CH2:21][OH:22])[CH2:10][CH2:9]1)=[O:7])([CH3:4])([CH3:3])[CH3:2].C(OC(N1CC=C(C2C=C(CO[C:44]3[CH:49]=[CH:48][CH:47]=[CH:46][C:45]=3[C:50]([F:53])([F:52])[F:51])C=CC=2C[Cl:55])CC1)=O)(C)(C)C.C(OC(N1CC=C(C2C=C(COC3C=CC=CC=3C(F)(F)F)C=CC=2COC2C=CC(C3C=CC=CC=3)=CC=2)CC1)=O)(C)(C)C, predict the reaction product. The product is: [C:1]([O:5][C:6]([N:8]1[CH2:13][CH:12]=[C:11]([C:14]2[CH:19]=[CH:18][C:17]([Br:20])=[CH:16][C:15]=2[CH2:21][Cl:55])[CH2:10][CH2:9]1)=[O:7])([CH3:4])([CH3:3])[CH3:2].[C:1]([O:5][C:6]([N:8]1[CH2:9][CH:10]=[C:11]([C:14]2[CH:19]=[CH:18][C:17]([Br:20])=[CH:16][C:15]=2[CH2:21][O:22][C:44]2[CH:49]=[CH:48][CH:47]=[CH:46][C:45]=2[C:50]([F:53])([F:52])[F:51])[CH2:12][CH2:13]1)=[O:7])([CH3:4])([CH3:2])[CH3:3].